From a dataset of Forward reaction prediction with 1.9M reactions from USPTO patents (1976-2016). Predict the product of the given reaction. (1) Given the reactants [F:1][C:2]1[C:7]([F:8])=[CH:6][C:5]([C:9]2[CH:14]=[CH:13][C:12]([O:15][CH2:16][C:17]3[CH:25]=[C:24]4[C:20]([CH:21]=[CH:22][NH:23]4)=[CH:19][CH:18]=3)=[CH:11][CH:10]=2)=[C:4]([O:26][CH3:27])[CH:3]=1.CN(C)C=O.C(=O)([O-])[O-].[Cs+].[Cs+].[CH2:39]([O:41][C:42](=[O:46])[CH2:43][CH2:44]Br)[CH3:40], predict the reaction product. The product is: [CH2:39]([O:41][C:42](=[O:46])[CH2:43][CH2:44][N:23]1[C:24]2[C:20](=[CH:19][CH:18]=[C:17]([CH2:16][O:15][C:12]3[CH:13]=[CH:14][C:9]([C:5]4[CH:6]=[C:7]([F:8])[C:2]([F:1])=[CH:3][C:4]=4[O:26][CH3:27])=[CH:10][CH:11]=3)[CH:25]=2)[CH:21]=[CH:22]1)[CH3:40]. (2) Given the reactants [C:1]([N:9]=[C:10]=[S:11])(=[O:8])[C:2]1[CH:7]=[CH:6][CH:5]=[CH:4][CH:3]=1.[N:12]#[C:13][NH2:14].N12CCCN=C1CCCCC2.Br[CH2:27][C:28]([O:30][CH3:31])=[O:29], predict the reaction product. The product is: [NH2:12][C:13]1[N:14]=[C:10]([NH:9][C:1](=[O:8])[C:2]2[CH:7]=[CH:6][CH:5]=[CH:4][CH:3]=2)[S:11][C:27]=1[C:28]([O:30][CH3:31])=[O:29].